Task: Predict the reactants needed to synthesize the given product.. Dataset: Full USPTO retrosynthesis dataset with 1.9M reactions from patents (1976-2016) Given the product [Cl:30][CH2:31][C:32]([N:13]([C:8]1[C:7]2[NH:6][C:5]3[CH2:21][CH2:22][N:2]([CH3:1])[CH2:3][C:4]=3[C:12]=2[CH:11]=[CH:10][CH:9]=1)[CH2:14][C:15]1[CH:20]=[CH:19][N:18]=[CH:17][CH:16]=1)=[O:33], predict the reactants needed to synthesize it. The reactants are: [CH3:1][N:2]1[CH2:22][CH2:21][C:5]2[NH:6][C:7]3[C:12]([C:4]=2[CH2:3]1)=[CH:11][CH:10]=[CH:9][C:8]=3[NH:13][CH2:14][C:15]1[CH:20]=[CH:19][N:18]=[CH:17][CH:16]=1.C(N(CC)CC)C.[Cl:30][CH2:31][C:32](Cl)=[O:33].